From a dataset of Catalyst prediction with 721,799 reactions and 888 catalyst types from USPTO. Predict which catalyst facilitates the given reaction. (1) Reactant: [OH:1][CH2:2][CH2:3][NH:4][C:5](=[O:11])[O:6][C:7]([CH3:10])([CH3:9])[CH3:8].C(N(CC)CC)C.Cl. Product: [O:1]=[CH:2][CH2:3][NH:4][C:5](=[O:11])[O:6][C:7]([CH3:9])([CH3:8])[CH3:10]. The catalyst class is: 16. (2) Reactant: [BH4-].[Na+].[F:3][C:4]1[CH:9]=[CH:8][C:7]([F:10])=[CH:6][C:5]=1[C:11]1[CH2:12][CH2:13][CH2:14][N:15]=1. Product: [F:3][C:4]1[CH:9]=[CH:8][C:7]([F:10])=[CH:6][C:5]=1[CH:11]1[CH2:12][CH2:13][CH2:14][NH:15]1. The catalyst class is: 24. (3) Reactant: [C:1]1([CH3:11])[CH:6]=[CH:5][C:4]([S:7](Cl)(=[O:9])=[O:8])=[CH:3][CH:2]=1.[F:12][C:13]1[CH:21]=[C:20]2[C:16]([CH2:17][CH2:18][NH:19]2)=[CH:15][CH:14]=1.[NH4+].[Cl-]. Product: [F:12][C:13]1[CH:21]=[C:20]2[C:16]([CH2:17][CH2:18][N:19]2[S:7]([C:4]2[CH:5]=[CH:6][C:1]([CH3:11])=[CH:2][CH:3]=2)(=[O:9])=[O:8])=[CH:15][CH:14]=1. The catalyst class is: 859.